This data is from Reaction yield outcomes from USPTO patents with 853,638 reactions. The task is: Predict the reaction yield, written as a fraction of the theoretical maximum amount of product (1.0 means a 100% yield; for example, 0.34 means a 34% yield). (1) The reactants are [Cl:1][C:2]1[N:7]=[CH:6][N+:5]([O-])=[C:4]2[CH2:9][CH2:10][C@@H:11]([CH3:12])[C:3]=12.[C:13]([O:16]C(=O)C)(=[O:15])[CH3:14]. No catalyst specified. The product is [C:13]([O:16][CH:9]1[C:4]2[N:5]=[CH:6][N:7]=[C:2]([Cl:1])[C:3]=2[C@H:11]([CH3:12])[CH2:10]1)(=[O:15])[CH3:14]. The yield is 0.700. (2) The reactants are Cl.NO.C([N:6]([CH2:9][CH3:10])CC)C.[Br:11][C:12]1[CH:13]=C(C=O)[S:15][C:16]=1[Cl:17].C1(=O)OC(=O)C2=CC=CC=C12. The product is [Br:11][C:12]1[CH:13]=[C:10]([C:9]#[N:6])[S:15][C:16]=1[Cl:17]. The yield is 0.930. The catalyst is C(#N)C.C(OCC)(=O)C. (3) The reactants are C[O-].[Na+].[P:4]([O-:10])([O:8][CH3:9])([O:6][CH3:7])=O.[CH3:11][O:12][C:13]1[CH:14]=[C:15]([CH:18]=[C:19]([O:23][CH3:24])[C:20]=1[O:21][CH3:22])[CH:16]=[O:17].FC(F)(F)C(O)=O. The catalyst is CO. The product is [CH3:9][O:8][P:4]([CH:16]([OH:17])[C:15]1[CH:14]=[C:13]([O:12][CH3:11])[C:20]([O:21][CH3:22])=[C:19]([O:23][CH3:24])[CH:18]=1)(=[O:10])[O:6][CH3:7]. The yield is 0.880. (4) The reactants are [F:1][C:2]1[CH:3]=[C:4]([NH:9][CH:10]([C:12]2[CH:13]=[C:14]([C:30]([OH:32])=O)[CH:15]=[C:16]3[C:21]=2[O:20][C:19]([N:22]2[CH2:27][CH2:26][O:25][CH2:24][C@@H:23]2[CH3:28])=[CH:18][C:17]3=[O:29])[CH3:11])[CH:5]=[C:6]([F:8])[CH:7]=1.[CH3:33][NH:34][CH3:35].CN1CCOCC1. The catalyst is CN(C=O)C. The product is [F:8][C:6]1[CH:5]=[C:4]([NH:9][CH:10]([C:12]2[CH:13]=[C:14]([C:30]([N:34]([CH3:35])[CH3:33])=[O:32])[CH:15]=[C:16]3[C:21]=2[O:20][C:19]([N:22]2[CH2:27][CH2:26][O:25][CH2:24][C@@H:23]2[CH3:28])=[CH:18][C:17]3=[O:29])[CH3:11])[CH:3]=[C:2]([F:1])[CH:7]=1. The yield is 0.610. (5) The reactants are [BH4-].[Na+].C([O:5][C:6]([C:8]1[S:9][CH:10]=[C:11]([C:13](=[O:32])[NH:14][C@H:15]([CH3:31])[CH2:16][N:17]2[CH:21]=[CH:20][C:19]([C:22]3[CH:27]=[CH:26][C:25]([C:28]#[N:29])=[C:24]([Cl:30])[CH:23]=3)=[N:18]2)[N:12]=1)=O)C. The catalyst is C(O)C. The product is [Cl:30][C:24]1[CH:23]=[C:22]([C:19]2[CH:20]=[CH:21][N:17]([CH2:16][C@H:15]([NH:14][C:13]([C:11]3[N:12]=[C:8]([CH2:6][OH:5])[S:9][CH:10]=3)=[O:32])[CH3:31])[N:18]=2)[CH:27]=[CH:26][C:25]=1[C:28]#[N:29]. The yield is 0.466. (6) The reactants are [Cl-].O[NH3+:3].[C:4](=[O:7])([O-])[OH:5].[Na+].CS(C)=O.[F:13][C:14]1[CH:15]=[C:16]([C:40]2[C:41]([C:46]#[N:47])=[CH:42][CH:43]=[CH:44][CH:45]=2)[CH:17]=[CH:18][C:19]=1[CH2:20][C:21]1[C:22](=[O:39])[N:23]([CH:33]2[CH2:38][CH2:37][CH2:36][O:35][CH2:34]2)[C:24]2[N:25]([N:30]=[CH:31][N:32]=2)[C:26]=1[CH2:27][CH2:28][CH3:29]. The catalyst is C(OCC)(=O)C. The product is [F:13][C:14]1[CH:15]=[C:16]([C:40]2[CH:45]=[CH:44][CH:43]=[CH:42][C:41]=2[C:46]2[NH:3][C:4](=[O:7])[O:5][N:47]=2)[CH:17]=[CH:18][C:19]=1[CH2:20][C:21]1[C:22](=[O:39])[N:23]([CH:33]2[CH2:38][CH2:37][CH2:36][O:35][CH2:34]2)[C:24]2[N:25]([N:30]=[CH:31][N:32]=2)[C:26]=1[CH2:27][CH2:28][CH3:29]. The yield is 0.560. (7) The reactants are [C:1]1([Mg]Br)[CH:6]=[CH:5][CH:4]=[CH:3][CH:2]=1.[Cl:9][C:10]1[C:15]([CH:16]=[O:17])=[C:14]([Cl:18])[N:13]=[CH:12][N:11]=1.O. The catalyst is C1COCC1. The product is [Cl:9][C:10]1[C:15]([CH:16]([C:1]2[CH:6]=[CH:5][CH:4]=[CH:3][CH:2]=2)[OH:17])=[C:14]([Cl:18])[N:13]=[CH:12][N:11]=1. The yield is 0.830. (8) The reactants are [C:1]([C:5]1[CH:10]=[C:9]([N+:11]([O-])=O)[CH:8]=[C:7]([C:14]([CH3:17])([CH3:16])[CH3:15])[C:6]=1[OH:18])([CH3:4])([CH3:3])[CH3:2]. The catalyst is CO.[Pd]. The product is [C:1]([C:5]1[CH:10]=[C:9]([NH2:11])[CH:8]=[C:7]([C:14]([CH3:17])([CH3:16])[CH3:15])[C:6]=1[OH:18])([CH3:4])([CH3:3])[CH3:2]. The yield is 0.480. (9) The reactants are [CH3:1][N:2]([CH3:22])[S:3]([CH:6]1[CH2:11][CH2:10][N:9]([C:12](OCC2C=CC=CC=2)=O)[CH2:8][CH2:7]1)(=[O:5])=[O:4].ClC1[N:29]=[C:28]([N:30]2[CH2:35][CH2:34][O:33][CH2:32][CH2:31]2)[N:27]=[C:26]([N:36]2[C:40]3[CH:41]=[CH:42][CH:43]=[C:44]([O:45][CH3:46])[C:39]=3[N:38]=[C:37]2[CH:47]([F:49])[F:48])[N:25]=1.CCN(C(C)C)C(C)C. The catalyst is CO.C1COCC1.[Pd]. The product is [F:49][CH:47]([F:48])[C:37]1[N:36]([C:26]2[N:27]=[C:28]([N:30]3[CH2:31][CH2:32][O:33][CH2:34][CH2:35]3)[N:29]=[C:12]([N:9]3[CH2:8][CH2:7][CH:6]([S:3]([N:2]([CH3:1])[CH3:22])(=[O:4])=[O:5])[CH2:11][CH2:10]3)[N:25]=2)[C:40]2[CH:41]=[CH:42][CH:43]=[C:44]([O:45][CH3:46])[C:39]=2[N:38]=1. The yield is 0.860.